This data is from Reaction yield outcomes from USPTO patents with 853,638 reactions. The task is: Predict the reaction yield, written as a fraction of the theoretical maximum amount of product (1.0 means a 100% yield; for example, 0.34 means a 34% yield). (1) The catalyst is O.CC(C)=O.ClCCl.C(O)(=O)C. The reactants are [NH2:1][C:2]1[CH:19]=[CH:18][C:5]2[N:6]([CH3:17])[C:7]([CH2:9][CH2:10][CH2:11][C:12]([O:14][CH2:15][CH3:16])=[O:13])=[N:8][C:4]=2[CH:3]=1.[C:20]([O-:23])(=O)[CH3:21].[Na+].[CH2:25]1[O:27][CH2:26]1.C(=O)([O-])[O-].[K+].[K+]. The product is [OH:27][CH2:26][CH2:25][N:1]([CH2:21][CH2:20][OH:23])[C:2]1[CH:19]=[CH:18][C:5]2[N:6]([CH3:17])[C:7]([CH2:9][CH2:10][CH2:11][C:12]([O:14][CH2:15][CH3:16])=[O:13])=[N:8][C:4]=2[CH:3]=1. The yield is 0.785. (2) The reactants are C(OC([N:8]1[CH2:13][CH2:12][N:11]([C:14]2[C:23]([O:24][CH3:25])=[C:22]3[C:17]([C:18](=[O:55])[C:19]([C:29]([O:31][C:32]4[CH:37]=[CH:36][C:35]([CH:38]([P:47]([O:52]CC)([O:49]CC)=[O:48])[P:39]([O:44]CC)([O:41]CC)=[O:40])=[CH:34][CH:33]=4)=[O:30])=[CH:20][N:21]3[CH:26]3[CH2:28][CH2:27]3)=[CH:16][C:15]=2[F:56])[CH2:10][CH:9]1[CH3:57])=O)(C)(C)C.C(OC(N1CCC[C@H]2CN(C3C(OC)=C4C(C(=O)C(C(OCC(=O)NC(P(OCC)(OCC)=O)P(OCC)(OCC)=O)=O)=CN4C4CC4)=CC=3F)C[C@@H]12)=O)(C)(C)C. No catalyst specified. The product is [CH3:57][CH:9]1[NH:8][CH2:13][CH2:12][N:11]([C:14]2[C:23]([O:24][CH3:25])=[C:22]3[C:17]([C:18](=[O:55])[C:19]([C:29]([O:31][C:32]4[CH:37]=[CH:36][C:35]([CH:38]([P:47]([OH:49])([OH:52])=[O:48])[P:39]([OH:41])([OH:44])=[O:40])=[CH:34][CH:33]=4)=[O:30])=[CH:20][N:21]3[CH:26]3[CH2:28][CH2:27]3)=[CH:16][C:15]=2[F:56])[CH2:10]1. The yield is 0.610. (3) The reactants are Br[C:2]1[C:3](=[O:10])[N:4]([CH2:8][CH3:9])[CH:5]=[CH:6][N:7]=1.[Cl:11][C:12]1[CH:17]=[CH:16][C:15](B(O)O)=[CH:14][CH:13]=1.C(=O)([O-])[O-].[Na+].[Na+].O. The catalyst is C1(C)C=CC=CC=1. The product is [Cl:11][C:12]1[CH:17]=[CH:16][C:15]([C:2]2[C:3](=[O:10])[N:4]([CH2:8][CH3:9])[CH:5]=[CH:6][N:7]=2)=[CH:14][CH:13]=1. The yield is 0.560. (4) The reactants are [CH2:1]([O:3][CH:4]([O:8][CH2:9][CH3:10])[C@@H:5]([NH2:7])[CH3:6])[CH3:2].[Cl:11][C:12]1[N:17]=[C:16]2[C:18]([CH:21]=O)=[CH:19][S:20][C:15]2=[CH:14][CH:13]=1. No catalyst specified. The product is [Cl:11][C:12]1[N:17]=[C:16]2[C:18]([CH2:21][NH:7][C@@H:5]([CH3:6])[CH:4]([O:8][CH2:9][CH3:10])[O:3][CH2:1][CH3:2])=[CH:19][S:20][C:15]2=[CH:14][CH:13]=1. The yield is 0.300. (5) The reactants are [N+:1](=[CH2:3])=[N-:2].[O:4]1[CH:8]=[CH:7][CH:6]=[C:5]1[C:9](Cl)=[O:10]. The catalyst is CCOCC. The product is [N+:1](=[CH:3][C:9]([C:5]1[O:4][CH:8]=[CH:7][CH:6]=1)=[O:10])=[N-:2]. The yield is 0.490. (6) The catalyst is O.S([O-])([O-])(=O)=O.[Ni+2].C1C=CC=CC=1. The yield is 0.245. The reactants are Cl.[CH2:2]1[C:11]2[C:6](=[CH:7][CH:8]=[C:9](N)[CH:10]=2)[CH2:5][CH2:4][NH:3]1.[N+]([O-])([O-])=O.[Na+].[NH2:18][C:19](N)=O.[OH-].[Na+].[C-]#N.[K+]. The product is [CH2:2]1[C:11]2[C:6](=[CH:7][CH:8]=[C:9]([C:19]#[N:18])[CH:10]=2)[CH2:5][CH2:4][NH:3]1. (7) The reactants are Br[C:2]1[C:3]([C:13]([O:15][CH2:16][CH3:17])=[O:14])=[N:4][O:5][C:6]=1[C:7]1[CH:12]=[CH:11][CH:10]=[CH:9][N:8]=1.[CH2:18]([Sn](CCCC)(CCCC)C=C)[CH2:19]CC. The catalyst is O1CCOCC1.C(OCC)(=O)C.Cl[Pd](Cl)([P](C1C=CC=CC=1)(C1C=CC=CC=1)C1C=CC=CC=1)[P](C1C=CC=CC=1)(C1C=CC=CC=1)C1C=CC=CC=1.F[P-](F)(F)(F)(F)F.C([N+]1C=CN(C)C=1)CCC. The product is [N:8]1[CH:9]=[CH:10][CH:11]=[CH:12][C:7]=1[C:6]1[O:5][N:4]=[C:3]([C:13]([O:15][CH2:16][CH3:17])=[O:14])[C:2]=1[CH:18]=[CH2:19]. The yield is 0.410. (8) The reactants are [OH-].[Na+].[Br:3][C:4]1[CH:9]=[CH:8][C:7]([N+:10]([O-:12])=O)=[CH:6][CH:5]=1.[Cl:13][C:14]1[CH:15]=[C:16]([CH2:20]C#N)[CH:17]=[CH:18][CH:19]=1.O. The catalyst is CO. The product is [Br:3][C:4]1[CH:5]=[CH:6][C:7]2[C:8]([CH:9]=1)=[C:20]([C:16]1[CH:17]=[CH:18][CH:19]=[C:14]([Cl:13])[CH:15]=1)[O:12][N:10]=2. The yield is 0.348. (9) The reactants are [C:1]([C:3]1[CH:11]=[CH:10][C:6]([C:7]([OH:9])=[O:8])=[CH:5][C:4]=1F)#[N:2].O.[NH2:14][NH2:15]. The catalyst is C(O)CCC. The product is [NH2:2][C:1]1[C:3]2[C:4](=[CH:5][C:6]([C:7]([OH:9])=[O:8])=[CH:10][CH:11]=2)[NH:15][N:14]=1. The yield is 0.260. (10) The reactants are [CH3:1][O:2][CH2:3][O:4][C:5]1[CH:10]=[C:9]([O:11][CH2:12][O:13][CH3:14])[CH:8]=[CH:7][C:6]=1[CH:15]1[CH2:20][CH2:19][CH2:18][CH:17]([CH2:21][OH:22])[CH2:16]1.CC(C)=[O:25]. The catalyst is S(=O)(=O)(O)O.[O-2].[Cr+6].[O-2].[O-2]. The product is [CH3:1][O:2][CH2:3][O:4][C:5]1[CH:10]=[C:9]([O:11][CH2:12][O:13][CH3:14])[CH:8]=[CH:7][C:6]=1[CH:15]1[CH2:20][CH2:19][CH2:18][CH:17]([C:21]([OH:25])=[O:22])[CH2:16]1. The yield is 0.290.